Dataset: Full USPTO retrosynthesis dataset with 1.9M reactions from patents (1976-2016). Task: Predict the reactants needed to synthesize the given product. (1) Given the product [CH3:44][CH:45]([CH3:58])[CH2:46][C@H:47]([NH:57][C:15]([C:13]1[CH:12]=[CH:11][C:10]2[N:6]([CH:3]([CH2:4][CH3:5])[CH2:1][CH3:2])[C:7]([CH2:18][C:19]3[S:20][CH:21]=[CH:22][CH:23]=3)=[N:8][C:9]=2[CH:14]=1)=[O:16])[CH2:48][S:49]([C:52]1[NH:56][CH:55]=[N:54][N:53]=1)(=[O:51])=[O:50], predict the reactants needed to synthesize it. The reactants are: [CH2:1]([CH:3]([N:6]1[C:10]2[CH:11]=[CH:12][C:13]([C:15](O)=[O:16])=[CH:14][C:9]=2[N:8]=[C:7]1[CH2:18][C:19]1[S:20][CH:21]=[CH:22][CH:23]=1)[CH2:4][CH3:5])[CH3:2].C1C=NC2N(O)N=NC=2C=1.CCN(C(C)C)C(C)C.Cl.[CH3:44][CH:45]([CH3:58])[CH2:46][C@H:47]([NH2:57])[CH2:48][S:49]([C:52]1[NH:56][CH:55]=[N:54][N:53]=1)(=[O:51])=[O:50].Cl. (2) Given the product [Cl:13][C:10]1[CH:11]=[CH:12][C:7]([NH:6][C:5]2[C:4](=[O:25])[C:3](=[O:26])[C:2]=2[NH:27][C:28]2[CH:33]=[CH:32][CH:31]=[CH:30][CH:29]=2)=[C:8]([OH:24])[C:9]=1[S:14]([N:17]1[CH2:22][CH2:21][N:20]([CH3:23])[CH2:19][CH2:18]1)(=[O:16])=[O:15], predict the reactants needed to synthesize it. The reactants are: Cl[C:2]1[C:3](=[O:26])[C:4](=[O:25])[C:5]=1[NH:6][C:7]1[CH:12]=[CH:11][C:10]([Cl:13])=[C:9]([S:14]([N:17]2[CH2:22][CH2:21][N:20]([CH3:23])[CH2:19][CH2:18]2)(=[O:16])=[O:15])[C:8]=1[OH:24].[NH2:27][C:28]1[CH:33]=[CH:32][CH:31]=[CH:30][CH:29]=1.O.Cl. (3) Given the product [C:20]([C:13]1[C:12]2[C:16](=[CH:17][CH:18]=[C:10]([NH:9][C:7]([CH:4]3[CH2:5][CH2:6][C:2]([F:1])([F:19])[CH2:3]3)=[O:8])[CH:11]=2)[NH:15][CH:14]=1)(=[O:22])[CH3:21], predict the reactants needed to synthesize it. The reactants are: [F:1][C:2]1([F:19])[CH2:6][CH2:5][CH:4]([C:7]([NH:9][C:10]2[CH:11]=[C:12]3[C:16](=[CH:17][CH:18]=2)[NH:15][CH:14]=[CH:13]3)=[O:8])[CH2:3]1.[C:20](Cl)(=[O:22])[CH3:21].[Cl-].C([Al+]CC)C. (4) The reactants are: [CH2:1]([N:3]1[C:12]2[C:7](=[CH:8][C:9]([F:33])=[C:10]([O:23][CH2:24][C:25]3[CH:30]=[CH:29][C:28]([O:31][CH3:32])=[CH:27][CH:26]=3)[C:11]=2[O:13][CH2:14][C:15]2[CH:20]=[CH:19][C:18]([O:21][CH3:22])=[CH:17][CH:16]=2)[C:6](=[O:34])[C:5]([C:35]([OH:37])=O)=[CH:4]1)[CH3:2].CN(C(ON1N=NC2C=CC=NC1=2)=[N+](C)C)C.F[P-](F)(F)(F)(F)F.CCN(C(C)C)C(C)C.[N:71]1([CH2:76][CH2:77][NH2:78])[CH2:75][CH2:74][CH2:73][CH2:72]1. Given the product [CH2:1]([N:3]1[C:12]2[C:7](=[CH:8][C:9]([F:33])=[C:10]([O:23][CH2:24][C:25]3[CH:26]=[CH:27][C:28]([O:31][CH3:32])=[CH:29][CH:30]=3)[C:11]=2[O:13][CH2:14][C:15]2[CH:16]=[CH:17][C:18]([O:21][CH3:22])=[CH:19][CH:20]=2)[C:6](=[O:34])[C:5]([C:35]([NH:78][CH2:77][CH2:76][N:71]2[CH2:75][CH2:74][CH2:73][CH2:72]2)=[O:37])=[CH:4]1)[CH3:2], predict the reactants needed to synthesize it.